From a dataset of Full USPTO retrosynthesis dataset with 1.9M reactions from patents (1976-2016). Predict the reactants needed to synthesize the given product. Given the product [CH2:11]([N:18]1[CH:6]2[CH2:5][CH2:26][CH:19]1[CH2:20][C:3](=[O:4])[CH2:7]2)[C:12]1[CH:17]=[CH:16][CH:15]=[CH:14][CH:13]=1, predict the reactants needed to synthesize it. The reactants are: CO[CH:3]1[CH2:7][CH2:6][CH:5](OC)[O:4]1.Cl.[CH2:11]([NH2:18])[C:12]1[CH:17]=[CH:16][CH:15]=[CH:14][CH:13]=1.[CH2:19]([C:26](O)=O)[C:20](CC(O)=O)=O.[OH-].[Na+].[Cl-].[Na+].